From a dataset of Forward reaction prediction with 1.9M reactions from USPTO patents (1976-2016). Predict the product of the given reaction. Given the reactants [CH3:1][N:2]([C@@H:16]1[CH2:20][CH2:19][N:18](C(OC(C)(C)C)=O)[CH2:17]1)[C:3](=[O:15])[C:4]1[CH:9]=[CH:8][C:7]([N:10]2[CH:14]=[CH:13][CH:12]=[N:11]2)=[CH:6][CH:5]=1, predict the reaction product. The product is: [CH3:1][N:2]([C@@H:16]1[CH2:20][CH2:19][NH:18][CH2:17]1)[C:3](=[O:15])[C:4]1[CH:9]=[CH:8][C:7]([N:10]2[CH:14]=[CH:13][CH:12]=[N:11]2)=[CH:6][CH:5]=1.